From a dataset of Catalyst prediction with 721,799 reactions and 888 catalyst types from USPTO. Predict which catalyst facilitates the given reaction. (1) Reactant: [Cl:1][C:2]1[CH:29]=[CH:28][C:5]([CH2:6][N:7]2[CH2:27][CH2:26][C:10]3([O:15][CH2:14][CH2:13][N:12]([C:16]([C:18]4[N:19]=[C:20]([CH:23]([CH3:25])[CH3:24])[S:21][CH:22]=4)=[O:17])[CH2:11]3)[CH2:9][CH2:8]2)=[CH:4][C:3]=1[CH2:30][CH2:31][OH:32].FC(F)(F)C(O)=O.CC(OI1(OC(C)=O)(OC(C)=O)OC(=O)C2C=CC=CC1=2)=O. Product: [Cl:1][C:2]1[CH:29]=[CH:28][C:5]([CH2:6][N:7]2[CH2:27][CH2:26][C:10]3([O:15][CH2:14][CH2:13][N:12]([C:16]([C:18]4[N:19]=[C:20]([CH:23]([CH3:24])[CH3:25])[S:21][CH:22]=4)=[O:17])[CH2:11]3)[CH2:9][CH2:8]2)=[CH:4][C:3]=1[CH2:30][CH:31]=[O:32]. The catalyst class is: 2. (2) Reactant: C(OC([N:11]1[CH:16]2[CH2:17][NH:18][CH2:19][CH:12]1[CH2:13][O:14][CH2:15]2)=O)C1C=CC=CC=1.[CH2:20]=O.[BH4-].[Na+]. Product: [CH3:20][N:18]1[CH2:17][CH:16]2[NH:11][CH:12]([CH2:13][O:14][CH2:15]2)[CH2:19]1. The catalyst class is: 5. (3) Reactant: C[O:2][C:3](=[O:25])[CH:4]([N:9]1[CH:14]=[CH:13][C:12]([O:15][C:16]2[CH:21]=[CH:20][CH:19]=[C:18]([F:22])[C:17]=2[F:23])=[CH:11][C:10]1=[O:24])[CH2:5][CH:6]([CH3:8])[CH3:7].[OH-].[Na+]. Product: [F:23][C:17]1[C:18]([F:22])=[CH:19][CH:20]=[CH:21][C:16]=1[O:15][C:12]1[CH:13]=[CH:14][N:9]([CH:4]([CH2:5][CH:6]([CH3:7])[CH3:8])[C:3]([OH:25])=[O:2])[C:10](=[O:24])[CH:11]=1. The catalyst class is: 5. (4) The catalyst class is: 11. Product: [CH2:1]([O:8][C:9]1[CH:14]=[CH:13][C:12]([N:15]2[CH2:19][CH:18]([CH2:20][Cl:25])[CH2:17][C:16]2=[O:22])=[CH:11][CH:10]=1)[C:2]1[CH:7]=[CH:6][CH:5]=[CH:4][CH:3]=1. Reactant: [CH2:1]([O:8][C:9]1[CH:14]=[CH:13][C:12]([N:15]2[CH2:19][CH:18]([CH2:20]O)[CH2:17][C:16]2=[O:22])=[CH:11][CH:10]=1)[C:2]1[CH:7]=[CH:6][CH:5]=[CH:4][CH:3]=1.S(Cl)([Cl:25])=O. (5) Product: [CH2:1]([C:3]1[N:12]([CH2:23][C:22]2[CH:25]=[CH:26][C:19]([N+:16]([O-:18])=[O:17])=[CH:20][CH:21]=2)[C:6]2=[N:7][CH:8]=[CH:9][C:10]([CH3:11])=[C:5]2[N:4]=1)[CH3:2]. The catalyst class is: 3. Reactant: [CH2:1]([C:3]1[NH:12][C:6]2=[N:7][CH:8]=[CH:9][C:10]([CH3:11])=[C:5]2[N:4]=1)[CH3:2].O.[OH-].[Li+].[N+:16]([C:19]1[CH:26]=[CH:25][C:22]([CH2:23]Br)=[CH:21][CH:20]=1)([O-:18])=[O:17].O. (6) Reactant: [PH4+].[CH3:2]C([O-])(C)C.[K+].[Cl:8][C:9]1[CH:16]=[C:15]([O:17][CH3:18])[CH:14]=[CH:13][C:10]=1[CH:11]=O. Product: [Cl:8][C:9]1[CH:16]=[C:15]([O:17][CH3:18])[CH:14]=[CH:13][C:10]=1[CH:11]=[CH2:2]. The catalyst class is: 554. (7) Reactant: C(OC([NH:8][CH2:9][C:10]1[C:11]([CH2:36][CH:37]([CH3:39])[CH3:38])=[N:12][C:13]([CH3:35])=[C:14]([C:27]=1[C:28]1[CH:33]=[CH:32][C:31]([CH3:34])=[CH:30][CH:29]=1)[C:15]([O:17][CH2:18][C:19]1[CH:24]=[CH:23][C:22]([C:25]#[N:26])=[CH:21][CH:20]=1)=[O:16])=O)(C)(C)C.C(=O)([O-])O.[Na+]. Product: [NH2:8][CH2:9][C:10]1[C:11]([CH2:36][CH:37]([CH3:39])[CH3:38])=[N:12][C:13]([CH3:35])=[C:14]([C:27]=1[C:28]1[CH:29]=[CH:30][C:31]([CH3:34])=[CH:32][CH:33]=1)[C:15]([O:17][CH2:18][C:19]1[CH:20]=[CH:21][C:22]([C:25]#[N:26])=[CH:23][CH:24]=1)=[O:16]. The catalyst class is: 55. (8) Reactant: [H-].[Na+].C1[CH2:7][O:6][CH2:5]C1.[Cl:8][C:9]1[C:14]([OH:15])=[CH:13][CH:12]=[CH:11][N:10]=1.COCCl. Product: [Cl:8][C:9]1[C:14]([O:15][CH2:5][O:6][CH3:7])=[CH:13][CH:12]=[CH:11][N:10]=1. The catalyst class is: 6. (9) Product: [CH3:1][N:2]1[CH2:7][CH2:6][N:5]([C:8]2[CH:13]=[CH:12][C:11]([NH2:14])=[N:10][CH:9]=2)[CH2:4][CH2:3]1. The catalyst class is: 19. Reactant: [CH3:1][N:2]1[CH2:7][CH2:6][N:5]([C:8]2[CH:9]=[N:10][C:11]([N+:14]([O-])=O)=[CH:12][CH:13]=2)[CH2:4][CH2:3]1.